Dataset: Reaction yield outcomes from USPTO patents with 853,638 reactions. Task: Predict the reaction yield, written as a fraction of the theoretical maximum amount of product (1.0 means a 100% yield; for example, 0.34 means a 34% yield). (1) The reactants are [O:1]=[C:2]1[NH:7][CH2:6][CH2:5][N:4]([CH2:8][C:9]2[C:10]([C:26]3[CH:31]=[CH:30][CH:29]=[CH:28][CH:27]=3)=[N:11][C:12]3[CH:13]=[C:14]4[O:22][CH2:21][CH:20](C(O)=O)[O:19][C:15]4=[CH:16][C:17]=3[CH:18]=2)[CH2:3]1.CN([C:35]([O:39]N1N=NC2C=CC=CC1=2)=[N+](C)C)C.F[P-](F)(F)(F)(F)F.[CH:56]1([C@@H:62]([NH2:64])[CH3:63])[CH2:61][CH2:60][CH2:59][CH2:58][CH2:57]1. No catalyst specified. The product is [CH:56]1([C@@H:62]([NH:64][C:35]([C:18]2[C:17]3[CH:16]=[C:15]4[O:19][CH2:20][CH2:21][O:22][C:14]4=[CH:13][C:12]=3[N:11]=[C:10]([C:26]3[CH:31]=[CH:30][CH:29]=[CH:28][CH:27]=3)[C:9]=2[CH2:8][N:4]2[CH2:5][CH2:6][NH:7][C:2](=[O:1])[CH2:3]2)=[O:39])[CH3:63])[CH2:61][CH2:60][CH2:59][CH2:58][CH2:57]1. The yield is 0.600. (2) The reactants are [C:1]([Si:5]([C:18]1[CH:23]=[CH:22][CH:21]=[CH:20][CH:19]=1)([C:12]1[CH:17]=[CH:16][CH:15]=[CH:14][CH:13]=1)[O:6][CH2:7][CH2:8][CH2:9][CH2:10][OH:11])([CH3:4])([CH3:3])[CH3:2].C1C=C[NH+]=CC=1.[O-][Cr](Cl)(=O)=O. The catalyst is C(Cl)Cl. The product is [C:1]([Si:5]([C:12]1[CH:17]=[CH:16][CH:15]=[CH:14][CH:13]=1)([C:18]1[CH:23]=[CH:22][CH:21]=[CH:20][CH:19]=1)[O:6][CH2:7][CH2:8][CH2:9][CH:10]=[O:11])([CH3:4])([CH3:2])[CH3:3]. The yield is 0.750. (3) The reactants are [OH:1][C:2]1([C:11]2[S:12][CH:13]=[C:14]([CH2:16][O:17][C:18]3[C:23]4[CH:24]=[C:25]([C:27]5[N:28]=[C:29]6[N:33]([CH:34]=5)[N:32]=[C:31]([O:35][CH3:36])[S:30]6)[O:26][C:22]=4[CH:21]=[C:20]([O:37][CH3:38])[CH:19]=3)[N:15]=2)[CH2:7][CH2:6][CH:5]([C:8]([OH:10])=O)[CH2:4][CH2:3]1.[NH:39]1[CH2:43][CH2:42][CH2:41][CH2:40]1.CCN(C(C)C)C(C)C.CN(C(ON1N=NC2C=CC=NC1=2)=[N+](C)C)C.F[P-](F)(F)(F)(F)F. The catalyst is CN(C=O)C.C(OCC)(=O)C. The product is [OH:1][C:2]1([C:11]2[S:12][CH:13]=[C:14]([CH2:16][O:17][C:18]3[C:23]4[CH:24]=[C:25]([C:27]5[N:28]=[C:29]6[N:33]([CH:34]=5)[N:32]=[C:31]([O:35][CH3:36])[S:30]6)[O:26][C:22]=4[CH:21]=[C:20]([O:37][CH3:38])[CH:19]=3)[N:15]=2)[CH2:3][CH2:4][CH:5]([C:8]([N:39]2[CH2:43][CH2:42][CH2:41][CH2:40]2)=[O:10])[CH2:6][CH2:7]1. The yield is 0.250. (4) The reactants are [C:1]1([CH:7]2[O:24][C:11]3([CH2:16][CH2:15][N:14](C(OC(C)(C)C)=O)[CH2:13][CH2:12]3)[CH2:10][N:9]([CH2:25][C:26]([F:29])([F:28])[F:27])[CH2:8]2)[CH:6]=[CH:5][CH:4]=[CH:3][CH:2]=1.FC(F)(F)C(O)=O. The catalyst is ClCCl. The product is [C:1]1([CH:7]2[O:24][C:11]3([CH2:16][CH2:15][NH:14][CH2:13][CH2:12]3)[CH2:10][N:9]([CH2:25][C:26]([F:28])([F:29])[F:27])[CH2:8]2)[CH:2]=[CH:3][CH:4]=[CH:5][CH:6]=1. The yield is 0.990. (5) The reactants are [Cl:1][C:2]1[CH:6]=[C:5]([C:7]([NH:9][CH2:10][CH2:11][N:12]2[CH2:16][CH2:15][CH2:14][CH2:13]2)=[O:8])[NH:4][C:3]=1[C:17]([O:19]C)=O.[OH-].[K+].[Li+].[OH-].[NH2:25][CH2:26][C:27]1[C:28]([F:44])=[C:29]([O:34][C:35]2[CH:36]=[C:37]([CH:40]=[C:41]([Cl:43])[CH:42]=2)[C:38]#[N:39])[C:30]([Cl:33])=[CH:31][CH:32]=1.CCN(C(C)C)C(C)C.CN(C(ON1N=NC2C=CC=NC1=2)=[N+](C)C)C.F[P-](F)(F)(F)(F)F. The catalyst is C1COCC1.CN(C=O)C.CO. The product is [Cl:1][C:2]1[CH:6]=[C:5]([C:7]([NH:9][CH2:10][CH2:11][N:12]2[CH2:13][CH2:14][CH2:15][CH2:16]2)=[O:8])[NH:4][C:3]=1[C:17]([NH:25][CH2:26][C:27]1[CH:32]=[CH:31][C:30]([Cl:33])=[C:29]([O:34][C:35]2[CH:36]=[C:37]([C:38]#[N:39])[CH:40]=[C:41]([Cl:43])[CH:42]=2)[C:28]=1[F:44])=[O:19]. The yield is 0.0900. (6) The reactants are Cl.[F:2][C:3]1[CH:8]=[CH:7][C:6]([C:9]2[N:10]=[C:11]3[N:15]([C:16]=2[C:17]2[CH:22]=[CH:21][N:20]=[C:19]([NH:23][C@@H:24]4[CH2:29][CH2:28][CH2:27][NH:26][CH2:25]4)[N:18]=2)[CH:14]=[CH:13][S:12]3)=[CH:5][C:4]=1[O:30][CH3:31].CCN(C(C)C)C(C)C.[Cl:41][C:42]1[CH:47]=[CH:46][C:45]([S:48](Cl)(=[O:50])=[O:49])=[CH:44][CH:43]=1. The catalyst is C(Cl)Cl. The product is [Cl:41][C:42]1[CH:47]=[CH:46][C:45]([S:48]([N:26]2[CH2:27][CH2:28][CH2:29][C@@H:24]([NH:23][C:19]3[N:18]=[C:17]([C:16]4[N:15]5[C:11]([S:12][CH:13]=[CH:14]5)=[N:10][C:9]=4[C:6]4[CH:7]=[CH:8][C:3]([F:2])=[C:4]([O:30][CH3:31])[CH:5]=4)[CH:22]=[CH:21][N:20]=3)[CH2:25]2)(=[O:50])=[O:49])=[CH:44][CH:43]=1. The yield is 0.940. (7) The catalyst is O1CCOCC1. The reactants are Br[C:2]1[CH:3]=[CH:4][C:5](=[O:9])[N:6]([CH3:8])[CH:7]=1.[B:10]1([B:10]2[O:14][C:13]([CH3:16])([CH3:15])[C:12]([CH3:18])([CH3:17])[O:11]2)[O:14][C:13]([CH3:16])([CH3:15])[C:12]([CH3:18])([CH3:17])[O:11]1.C([O-])(=O)C.[K+]. The yield is 0.236. The product is [CH3:8][N:6]1[CH:7]=[C:2]([B:10]2[O:14][C:13]([CH3:16])([CH3:15])[C:12]([CH3:18])([CH3:17])[O:11]2)[CH:3]=[CH:4][C:5]1=[O:9].